This data is from CYP2D6 inhibition data for predicting drug metabolism from PubChem BioAssay. The task is: Regression/Classification. Given a drug SMILES string, predict its absorption, distribution, metabolism, or excretion properties. Task type varies by dataset: regression for continuous measurements (e.g., permeability, clearance, half-life) or binary classification for categorical outcomes (e.g., BBB penetration, CYP inhibition). Dataset: cyp2d6_veith. (1) The drug is Cc1ccc(-c2csc(N3CCC(NS(=O)(=O)c4ccc5c(c4)OCCO5)CC3)n2)cc1. The result is 0 (non-inhibitor). (2) The compound is C(/C=C\c1ccccc1)=Nc1ccc2c(c1)Cc1ccccc1-2. The result is 0 (non-inhibitor). (3) The compound is CSc1nnc(-c2ccc(Cl)cc2Cl)o1. The result is 0 (non-inhibitor). (4) The drug is O=c1[nH]c2cc([N+](=O)[O-])c([N+](=O)[O-])cc2[nH]c1=O. The result is 0 (non-inhibitor).